From a dataset of Forward reaction prediction with 1.9M reactions from USPTO patents (1976-2016). Predict the product of the given reaction. (1) The product is: [Cl:1][C:2]1[C:11]([OH:12])=[C:10]2[C:5]([CH:6]=[CH:7][C:8](=[O:17])[N:9]2[CH3:14])=[N:4][CH:3]=1. Given the reactants [Cl:1][C:2]1[CH:3]=[N:4][C:5]2[CH:6]=[CH:7][C:8](=[O:17])[N:9]3[CH2:14][Si](C)(C)[O:12][C:11]=1[C:10]=23.[F-].[Cs+], predict the reaction product. (2) Given the reactants [NH:1]1[CH:8]=[N:7][C:5]([NH2:6])=[N:4][C:2]1=[O:3].C[Si](N[Si](C)(C)C)(C)C.C[Si](Cl)(C)C.[Si](OS(C(F)(F)F)(=O)=O)(C)(C)C.C(O[C@@H:39]1[O:51][C@H:50]([CH2:52][O:53]C(=O)C)[C@@H:45]([O:46]C(=O)C)[C@H:40]1[O:41]C(=O)C)(=O)C, predict the reaction product. The product is: [C@@H:39]1([N:1]2[CH:8]=[N:7][C:5]([NH2:6])=[N:4][C:2]2=[O:3])[O:51][C@H:50]([CH2:52][OH:53])[C@@H:45]([OH:46])[C@H:40]1[OH:41]. (3) Given the reactants [F:1][C:2]([F:13])([F:12])[O:3][C:4]1[CH:11]=[CH:10][C:7]([CH:8]=O)=[CH:6][CH:5]=1.[CH2:14]([O:21][C:22]1[N:27]=[N:26][C:25]([NH2:28])=[CH:24][CH:23]=1)[C:15]1[CH:20]=[CH:19][CH:18]=[CH:17][CH:16]=1.C([O:31][C:32](=O)[C:33]([OH:46])=[CH:34][C:35]([C:37]1[CH:42]=[CH:41][C:40]([CH:43]([CH3:45])[CH3:44])=[CH:39][CH:38]=1)=[O:36])C, predict the reaction product. The product is: [CH2:14]([O:21][C:22]1[N:27]=[N:26][C:25]([N:28]2[CH:8]([C:7]3[CH:10]=[CH:11][C:4]([O:3][C:2]([F:13])([F:12])[F:1])=[CH:5][CH:6]=3)[C:34]([C:35](=[O:36])[C:37]3[CH:42]=[CH:41][C:40]([CH:43]([CH3:44])[CH3:45])=[CH:39][CH:38]=3)=[C:33]([OH:46])[C:32]2=[O:31])=[CH:24][CH:23]=1)[C:15]1[CH:20]=[CH:19][CH:18]=[CH:17][CH:16]=1. (4) Given the reactants [NH2:1][C:2]1[N:3]=[C:4](Cl)[C:5]2[C:10]([C:11]([F:14])([F:13])[F:12])=[CH:9][N:8]([CH2:15][CH:16]3[CH2:21][CH2:20][N:19](C(OCCCC)=O)[CH2:18][CH2:17]3)[C:6]=2[N:7]=1.[Si]([Br:34])(C)(C)C.C(#N)C.C([O-])(O)=O.[Na+], predict the reaction product. The product is: [Br:34][C:4]1[C:5]2[C:10]([C:11]([F:14])([F:13])[F:12])=[CH:9][N:8]([CH2:15][CH:16]3[CH2:21][CH2:20][NH:19][CH2:18][CH2:17]3)[C:6]=2[N:7]=[C:2]([NH2:1])[N:3]=1. (5) Given the reactants Br[CH2:2][C:3]([C:5]1[C:10]([CH3:11])=[CH:9][C:8]([CH3:12])=[CH:7][N:6]=1)=O.[N:13]1[CH:18]=[CH:17][CH:16]=[N:15][C:14]=1[NH:19][C:20]([NH2:22])=[S:21], predict the reaction product. The product is: [CH3:11][C:10]1[C:5]([C:3]2[N:22]=[C:20]([NH:19][C:14]3[N:15]=[CH:16][CH:17]=[CH:18][N:13]=3)[S:21][CH:2]=2)=[N:6][CH:7]=[C:8]([CH3:12])[CH:9]=1.